This data is from Full USPTO retrosynthesis dataset with 1.9M reactions from patents (1976-2016). The task is: Predict the reactants needed to synthesize the given product. (1) Given the product [CH3:1][C:2]1[CH:7]=[C:6]([N+:8]([O-:10])=[O:9])[CH:5]=[CH:4][C:3]=1[N:11]=[C:12]1[N:17]([CH2:16][C@@H:15]([CH3:14])[CH2:18][CH3:19])[C:22](=[O:23])[CH2:21][S:13]1, predict the reactants needed to synthesize it. The reactants are: [CH3:1][C:2]1[CH:7]=[C:6]([N+:8]([O-:10])=[O:9])[CH:5]=[CH:4][C:3]=1[N:11]=[C:12]=[S:13].[CH3:14][C@@H:15]([CH2:18][CH3:19])[CH2:16][NH2:17].Cl[CH2:21][C:22](O)=[O:23]. (2) Given the product [CH2:1]([O:3]/[C:4](=[CH:10]\[C:11]1[CH:12]=[CH:13][C:14]([C:32]2[CH:31]=[CH:30][CH:29]=[C:28]([NH:27][CH3:26])[N:33]=2)=[CH:15][CH:16]=1)/[C:5]([O:7][CH2:8][CH3:9])=[O:6])[CH3:2], predict the reactants needed to synthesize it. The reactants are: [CH2:1]([O:3]/[C:4](=[CH:10]\[C:11]1[CH:16]=[CH:15][C:14](B2OC(C)(C)C(C)(C)O2)=[CH:13][CH:12]=1)/[C:5]([O:7][CH2:8][CH3:9])=[O:6])[CH3:2].[CH3:26][NH:27][C:28]1[N:33]=[C:32](Br)[CH:31]=[CH:30][CH:29]=1.[F-].[Cs+].O. (3) Given the product [C:14]([C:17]1[CH:22]=[C:21]([C:5]2[CH:4]=[C:3]([O:2][CH3:1])[CH:8]=[C:7]([O:9][CH3:10])[CH:6]=2)[CH:20]=[CH:19][CH:18]=1)(=[O:16])[CH3:15], predict the reactants needed to synthesize it. The reactants are: [CH3:1][O:2][C:3]1[CH:4]=[C:5](Cl)[CH:6]=[C:7]([O:9][CH3:10])[CH:8]=1.[OH-].[OH-].[C:14]([C:17]1[CH:18]=[C:19]([B+2])[CH:20]=[CH:21][CH:22]=1)(=[O:16])[CH3:15].[F-].[K+]. (4) Given the product [NH2:20][C:21]1[C:22]([CH2:23][OH:24])=[CH:25][CH:26]=[CH:27][C:28]=1[NH:29][C:12]([C:8]1[C:7]([NH:6][C:4](=[O:5])[C:3]2[C:15]([F:19])=[CH:16][CH:17]=[CH:18][C:2]=2[F:1])=[CH:11][NH:10][N:9]=1)=[O:14], predict the reactants needed to synthesize it. The reactants are: [F:1][C:2]1[CH:18]=[CH:17][CH:16]=[C:15]([F:19])[C:3]=1[C:4]([NH:6][C:7]1[C:8]([C:12]([OH:14])=O)=[N:9][NH:10][CH:11]=1)=[O:5].[NH2:20][C:21]1[C:28]([NH2:29])=[CH:27][CH:26]=[CH:25][C:22]=1[CH2:23][OH:24].C(Cl)CCl.C1C=CC2N(O)N=NC=2C=1. (5) Given the product [N:46]1[C:42]2[C:41](=[N:40][CH:45]=[CH:44][CH:43]=2)[NH:47][C:14]=1[C:13]1[CH:17]=[CH:18][C:10]([NH:9][C:1](=[O:8])[C:2]2[CH:7]=[CH:6][CH:5]=[CH:4][CH:3]=2)=[CH:11][CH:12]=1, predict the reactants needed to synthesize it. The reactants are: [C:1]([NH:9][C:10]1[CH:18]=[CH:17][C:13]([C:14](O)=O)=[CH:12][CH:11]=1)(=[O:8])[C:2]1[CH:7]=[CH:6][CH:5]=[CH:4][CH:3]=1.C1C=CC2N(O)N=NC=2C=1.CCN=C=NCCCN(C)C.[N:40]1[CH:45]=[CH:44][CH:43]=[C:42]([NH2:46])[C:41]=1[NH2:47].CCN(C(C)C)C(C)C.